From a dataset of Forward reaction prediction with 1.9M reactions from USPTO patents (1976-2016). Predict the product of the given reaction. Given the reactants [N+:1]([O-:4])(O)=[O:2].OS(O)(=O)=O.[Cl:10][C:11]1[CH:16]=[CH:15][N:14]=[C:13]([NH2:17])[CH:12]=1, predict the reaction product. The product is: [Cl:10][C:11]1[CH:16]=[CH:15][N:14]=[C:13]([NH2:17])[C:12]=1[N+:1]([O-:4])=[O:2].